From a dataset of Reaction yield outcomes from USPTO patents with 853,638 reactions. Predict the reaction yield, written as a fraction of the theoretical maximum amount of product (1.0 means a 100% yield; for example, 0.34 means a 34% yield). (1) The reactants are [CH:1]1([C@@H:4]([NH:9][CH2:10][C:11]2[CH:16]=[CH:15][C:14]([F:17])=[CH:13][CH:12]=2)[C:5]([F:8])([F:7])[F:6])[CH2:3][CH2:2]1.[Br:18][CH2:19][C:20](Br)=[O:21]. The yield is 0.950. The catalyst is C(Cl)Cl. The product is [Br:18][CH2:19][C:20]([N:9]([C@H:4]([CH:1]1[CH2:3][CH2:2]1)[C:5]([F:8])([F:6])[F:7])[CH2:10][C:11]1[CH:16]=[CH:15][C:14]([F:17])=[CH:13][CH:12]=1)=[O:21]. (2) The reactants are [Br:1][C:2]1[CH:7]=[CH:6][C:5]([C:8]2([CH2:23][OH:24])[C:16]3[C:11](=[CH:12][CH:13]=[CH:14][CH:15]=3)[N:10]([CH2:17][CH2:18][CH2:19][CH2:20][CH3:21])[C:9]2=[O:22])=[C:4](O)[CH:3]=1.ClC1C=CC(Cl)=C2C=1C(C1C(O)=CC3OCOC=3C=1)(CO)C(=O)N2CCCCC. No catalyst specified. The product is [Br:1][C:2]1[CH:3]=[CH:4][C:5]2[C:8]3([CH2:23][O:24][C:6]=2[CH:7]=1)[C:16]1[C:11](=[CH:12][CH:13]=[CH:14][CH:15]=1)[N:10]([CH2:17][CH2:18][CH2:19][CH2:20][CH3:21])[C:9]3=[O:22]. The yield is 0.820. (3) The reactants are [CH3:1][N:2]([CH3:6])[CH2:3][CH2:4][OH:5].[F:7][C:8]1([F:42])[O:12][C:11]2[CH:13]=[CH:14][C:15]([C:17]3([C:20]([NH:22][C:23]4[N:24]=[C:25]([C:33]5[CH:34]=[C:35]([CH:39]=[CH:40][CH:41]=5)[C:36](Cl)=[O:37])[C:26]5[C:31]([CH:32]=4)=[CH:30][CH:29]=[CH:28][CH:27]=5)=[O:21])[CH2:19][CH2:18]3)=[CH:16][C:10]=2[O:9]1. The catalyst is ClCCl. The product is [F:42][C:8]1([F:7])[O:12][C:11]2[CH:13]=[CH:14][C:15]([C:17]3([C:20]([NH:22][C:23]4[N:24]=[C:25]([C:33]5[CH:34]=[C:35]([CH:39]=[CH:40][CH:41]=5)[C:36]([O:5][CH2:4][CH2:3][N:2]([CH3:6])[CH3:1])=[O:37])[C:26]5[C:31]([CH:32]=4)=[CH:30][CH:29]=[CH:28][CH:27]=5)=[O:21])[CH2:18][CH2:19]3)=[CH:16][C:10]=2[O:9]1. The yield is 0.900. (4) The reactants are Br[C:2]1[CH:7]=[C:6]([F:8])[CH:5]=[CH:4][C:3]=1[C:9]([F:12])([F:11])[CH3:10].[CH:13]([O:15]CCCC)=[CH2:14].C1(P(C2C=CC=CC=2)CCCP(C2C=CC=CC=2)C2C=CC=CC=2)C=CC=CC=1.C(N(CC)CC)C.Cl.C([O-])(O)=O.[Na+]. The catalyst is CC([O-])=O.CC([O-])=O.[Pd+2].CN(C=O)C. The product is [F:11][C:9]([C:3]1[CH:4]=[CH:5][C:6]([F:8])=[CH:7][C:2]=1[C:13](=[O:15])[CH3:14])([F:12])[CH3:10]. The yield is 0.330. (5) The catalyst is CN(C=O)C. The yield is 0.620. The product is [CH3:39][O:38][C:35]1[CH:36]=[CH:37][C:32]([C:29]2[O:28][C:27]([C:25]([N:23]3[CH2:24][CH:21]([O:20][C:2]4[CH:9]=[CH:8][C:5]([CH:6]=[O:7])=[CH:4][CH:3]=4)[CH2:22]3)=[O:26])=[N:31][N:30]=2)=[CH:33][CH:34]=1. The reactants are O[C:2]1[CH:9]=[CH:8][C:5]([CH:6]=[O:7])=[CH:4][CH:3]=1.C(=O)([O-])[O-].[Cs+].[Cs+].CS([O:20][CH:21]1[CH2:24][N:23]([C:25]([C:27]2[O:28][C:29]([C:32]3[CH:37]=[CH:36][C:35]([O:38][CH3:39])=[CH:34][CH:33]=3)=[N:30][N:31]=2)=[O:26])[CH2:22]1)(=O)=O. (6) The reactants are C[Si]([N-][Si](C)(C)C)(C)C.[Na+].[CH:11]1([SH:16])[CH2:15][CH2:14][CH2:13][CH2:12]1.Cl[C:18]1[N:22]([C:23]2[CH:28]=[CH:27][C:26]([C:29]([O:31][CH3:32])=[O:30])=[CH:25][CH:24]=2)[N:21]=[CH:20][C:19]=1[C:33]([O:35][C:36]([CH3:39])([CH3:38])[CH3:37])=[O:34]. The catalyst is CN(C=O)C.CCOC(C)=O. The product is [CH:11]1([S:16][C:18]2[N:22]([C:23]3[CH:28]=[CH:27][C:26]([C:29]([O:31][CH3:32])=[O:30])=[CH:25][CH:24]=3)[N:21]=[CH:20][C:19]=2[C:33]([O:35][C:36]([CH3:39])([CH3:38])[CH3:37])=[O:34])[CH2:15][CH2:14][CH2:13][CH2:12]1. The yield is 0.577. (7) The reactants are [CH3:1][C:2]1([CH3:8])[NH:6][C:5](=[O:7])[CH2:4][CH2:3]1.[H-].[Na+].[CH2:11](Br)[C:12]1[CH:17]=[CH:16][CH:15]=[CH:14][CH:13]=1.C(OCC)(=O)C.CCCCCC. The catalyst is CN(C=O)C. The product is [CH2:11]([N:6]1[C:2]([CH3:8])([CH3:1])[CH2:3][CH2:4][C:5]1=[O:7])[C:12]1[CH:17]=[CH:16][CH:15]=[CH:14][CH:13]=1. The yield is 0.636.